This data is from HIV replication inhibition screening data with 41,000+ compounds from the AIDS Antiviral Screen. The task is: Binary Classification. Given a drug SMILES string, predict its activity (active/inactive) in a high-throughput screening assay against a specified biological target. (1) The molecule is O=c1ccn(C2CC(O)C(CO)O2)c(=O)[nH]1. The result is 0 (inactive). (2) The compound is O=[N+]([O-])C(C(Cl)=C(Cl)Br)=C(N1CCCCC1)N1CCCCC1. The result is 0 (inactive). (3) The compound is COc1ccc(C=Nn2c(C)nc3c(sc(=S)n3-c3ccccc3)c2=O)cc1. The result is 0 (inactive). (4) The molecule is OCc1ccccc1C1CSCSC1. The result is 0 (inactive).